Dataset: Catalyst prediction with 721,799 reactions and 888 catalyst types from USPTO. Task: Predict which catalyst facilitates the given reaction. Reactant: [Cl-].[NH2:2][C:3]1[C:4]2[C:14]([O:15][CH2:16][CH2:17][CH2:18][CH2:19][CH2:20][CH2:21][NH3+:22])=[CH:13][CH:12]=[CH:11][C:5]=2[NH:6][S:7](=[O:10])(=[O:9])[N:8]=1.CCN(CC)CC.[N:30]([CH2:33][C:34]1[CH:39]=[CH:38][C:37]([O:40][CH3:41])=[CH:36][CH:35]=1)=[C:31]=[O:32]. Product: [NH2:2][C:3]1[C:4]2[C:14]([O:15][CH2:16][CH2:17][CH2:18][CH2:19][CH2:20][CH2:21][NH:22][C:31]([NH:30][CH2:33][C:34]3[CH:39]=[CH:38][C:37]([O:40][CH3:41])=[CH:36][CH:35]=3)=[O:32])=[CH:13][CH:12]=[CH:11][C:5]=2[NH:6][S:7](=[O:10])(=[O:9])[N:8]=1. The catalyst class is: 2.